This data is from CYP2C19 inhibition data for predicting drug metabolism from PubChem BioAssay. The task is: Regression/Classification. Given a drug SMILES string, predict its absorption, distribution, metabolism, or excretion properties. Task type varies by dataset: regression for continuous measurements (e.g., permeability, clearance, half-life) or binary classification for categorical outcomes (e.g., BBB penetration, CYP inhibition). Dataset: cyp2c19_veith. The compound is N#CCCn1c(=O)c(-c2ccc(Cl)cc2)nc2cnc(OCc3ccccc3)nc21. The result is 0 (non-inhibitor).